Predict the reaction yield, written as a fraction of the theoretical maximum amount of product (1.0 means a 100% yield; for example, 0.34 means a 34% yield). From a dataset of Reaction yield outcomes from USPTO patents with 853,638 reactions. (1) The product is [CH2:8]([O:10][C:11]([CH:13]1[CH2:30][N:17]2[CH2:18][CH2:19][C:20]3[C:25]([CH:16]2[CH2:15][CH:14]1[NH:31][C:39]([O:38][C:34]([CH3:37])([CH3:36])[CH3:35])=[O:40])=[CH:24][C:23]([O:26][CH3:27])=[C:22]([O:28][CH3:29])[CH:21]=3)=[O:12])[CH3:9]. The catalyst is O1CCCC1.ClCCl. The reactants are FC(F)(F)C(O)=O.[CH2:8]([O:10][C:11]([C:13]1[CH2:30][N:17]2[CH2:18][CH2:19][C:20]3[C:25]([CH:16]2[CH2:15][C:14]=1[NH2:31])=[CH:24][C:23]([O:26][CH3:27])=[C:22]([O:28][CH3:29])[CH:21]=3)=[O:12])[CH3:9].[BH4-].[Na+].[C:34]([O:38][C:39](O[C:39]([O:38][C:34]([CH3:37])([CH3:36])[CH3:35])=[O:40])=[O:40])([CH3:37])([CH3:36])[CH3:35]. The yield is 0.830. (2) The reactants are Br[C:2]1[C:3]([O:9][CH3:10])=[N:4][CH:5]=[C:6]([Cl:8])[CH:7]=1.[CH3:11][C:12]1[N:17]=[C:16]([NH2:18])[CH:15]=[CH:14][N:13]=1.CC1(C)C2C(=C(P(C3C=CC=CC=3)C3C=CC=CC=3)C=CC=2)OC2C(P(C3C=CC=CC=3)C3C=CC=CC=3)=CC=CC1=2.C(=O)([O-])[O-].[Cs+].[Cs+]. The catalyst is C1C=CC(/C=C/C(/C=C/C2C=CC=CC=2)=O)=CC=1.C1C=CC(/C=C/C(/C=C/C2C=CC=CC=2)=O)=CC=1.C1C=CC(/C=C/C(/C=C/C2C=CC=CC=2)=O)=CC=1.[Pd].[Pd].O1CCOCC1. The product is [Cl:8][C:6]1[CH:7]=[C:2]([NH:18][C:16]2[CH:15]=[CH:14][N:13]=[C:12]([CH3:11])[N:17]=2)[C:3]([O:9][CH3:10])=[N:4][CH:5]=1. The yield is 0.740. (3) The reactants are [F:1][C:2]1([F:13])[O:6][C:5]2[CH:7]=[CH:8][C:9]([CH2:11]O)=[CH:10][C:4]=2[O:3]1.S(Cl)([Cl:16])=O. No catalyst specified. The product is [Cl:16][CH2:11][C:9]1[CH:8]=[CH:7][C:5]2[O:6][C:2]([F:13])([F:1])[O:3][C:4]=2[CH:10]=1. The yield is 0.890. (4) The reactants are [CH2:1]([N:5]1[C:10]([C:11]([C:13]2[CH:14]=[C:15]([CH:20]=[CH:21][C:22]#[N:23])[CH:16]=[C:17]([CH3:19])[CH:18]=2)=[O:12])=[C:9]([CH:24]([CH3:26])[CH3:25])[C:8](=[O:27])[NH:7][C:6]1=[O:28])[CH2:2][CH2:3][CH3:4]. The catalyst is [Pd].C(O)C. The product is [CH2:1]([N:5]1[C:10]([C:11]([C:13]2[CH:14]=[C:15]([CH2:20][CH2:21][C:22]#[N:23])[CH:16]=[C:17]([CH3:19])[CH:18]=2)=[O:12])=[C:9]([CH:24]([CH3:25])[CH3:26])[C:8](=[O:27])[NH:7][C:6]1=[O:28])[CH2:2][CH2:3][CH3:4]. The yield is 0.660. (5) The reactants are [N+:1]([C:4]1[CH:5]=[N:6][NH:7][CH:8]=1)([O-:3])=[O:2].[H-].[Na+].Br[CH2:12][CH3:13]. The catalyst is CN(C=O)C.C(OCC)(=O)C. The product is [CH2:12]([N:6]1[CH:5]=[C:4]([N+:1]([O-:3])=[O:2])[CH:8]=[N:7]1)[CH3:13]. The yield is 0.800. (6) The reactants are O=[C:2]1[CH2:5][N:4]([C:6]([O:8][C:9]([CH3:12])([CH3:11])[CH3:10])=[O:7])[CH2:3]1.[NH2:13][CH2:14][CH2:15][OH:16].CC(O)=O. The catalyst is CO.[Pd]. The product is [OH:16][CH2:15][CH2:14][NH:13][CH:2]1[CH2:5][N:4]([C:6]([O:8][C:9]([CH3:12])([CH3:11])[CH3:10])=[O:7])[CH2:3]1. The yield is 0.790. (7) The reactants are [NH2:1][C:2]1[CH:3]=[C:4]([C:8]2[C:12]([C:13]3[CH:18]=[CH:17][N:16]=[C:15]([NH:19][C:20]([CH3:23])([CH3:22])[CH3:21])[CH:14]=3)=[CH:11][N:10]([CH2:24][C:25]3[CH:30]=[CH:29][C:28]([O:31][CH3:32])=[CH:27][CH:26]=3)[N:9]=2)[CH:5]=[CH:6][CH:7]=1.[F:33][C:34]([F:45])([F:44])[C:35]1[CH:40]=[CH:39][C:38]([N:41]=[C:42]=[O:43])=[CH:37][CH:36]=1.[Na]. The catalyst is CN(C)C=O. The product is [C:20]([NH:19][C:15]1[CH:14]=[C:13]([C:12]2[C:8]([C:4]3[CH:3]=[C:2]([NH:1][C:42]([NH:41][C:38]4[CH:37]=[CH:36][C:35]([C:34]([F:33])([F:44])[F:45])=[CH:40][CH:39]=4)=[O:43])[CH:7]=[CH:6][CH:5]=3)=[N:9][N:10]([CH2:24][C:25]3[CH:26]=[CH:27][C:28]([O:31][CH3:32])=[CH:29][CH:30]=3)[CH:11]=2)[CH:18]=[CH:17][N:16]=1)([CH3:23])([CH3:22])[CH3:21]. The yield is 0.600. (8) The reactants are [CH3:1][O:2][C:3]([NH:5][C@H:6]([C:10]([N:12]1[C@@H:16]([CH3:17])[CH2:15][CH2:14][C@H:13]1[C:18]1[NH:22][C:21]2[C:23]3[C:28]([CH:29]=[CH:30][C:20]=2[N:19]=1)=[CH:27][C:26]1[C:31]2[C:36]([CH2:37][O:38][C:25]=1[CH:24]=3)=[CH:35][C:34]([C:39]1[NH:43][C:42]([C@@H:44]3[CH2:48][C@H:47]([CH2:49][O:50][CH3:51])[CH2:46][N:45]3C(OC(C)(C)C)=O)=[N:41][CH:40]=1)=[CH:33][CH:32]=2)=[O:11])[CH:7]([CH3:9])[CH3:8])=[O:4].Cl.[CH3:60][O:61][C:62]([NH:64][C@@H:65]([C@@H:69]([CH3:72])[CH2:70][CH3:71])[C:66]([OH:68])=O)=[O:63].CN(C(ON1N=NC2C=CC=NC1=2)=[N+](C)C)C.F[P-](F)(F)(F)(F)F.CCN(C(C)C)C(C)C. The catalyst is C(Cl)Cl.CN(C=O)C. The product is [CH3:1][O:2][C:3]([NH:5][C@@H:6]([CH:7]([CH3:9])[CH3:8])[C:10]([N:12]1[C@@H:16]([CH3:17])[CH2:15][CH2:14][C@H:13]1[C:18]1[NH:22][C:21]2[C:23]3[C:28]([CH:29]=[CH:30][C:20]=2[N:19]=1)=[CH:27][C:26]1[C:31]2[C:36]([CH2:37][O:38][C:25]=1[CH:24]=3)=[CH:35][C:34]([C:39]1[NH:43][C:42]([C@@H:44]3[CH2:48][C@H:47]([CH2:49][O:50][CH3:51])[CH2:46][N:45]3[C:66](=[O:68])[C@@H:65]([NH:64][C:62](=[O:63])[O:61][CH3:60])[C@@H:69]([CH3:72])[CH2:70][CH3:71])=[N:41][CH:40]=1)=[CH:33][CH:32]=2)=[O:11])=[O:4]. The yield is 0.590. (9) The reactants are [F:1][C:2]1[CH:7]=[CH:6][C:5]([N:8]2[C:12]3=[N:13][CH:14]=[CH:15][CH:16]=[C:11]3[C:10]([C:17]([O:19]C)=O)=[N:9]2)=[CH:4][C:3]=1[C:21]#[C:22][C@:23]1([OH:30])[CH2:27][CH2:26][N:25]([CH3:28])[C:24]1=[O:29].[NH3:31]. The catalyst is CO. The product is [F:1][C:2]1[CH:7]=[CH:6][C:5]([N:8]2[C:12]3=[N:13][CH:14]=[CH:15][CH:16]=[C:11]3[C:10]([C:17]([NH2:31])=[O:19])=[N:9]2)=[CH:4][C:3]=1[C:21]#[C:22][C@:23]1([OH:30])[CH2:27][CH2:26][N:25]([CH3:28])[C:24]1=[O:29]. The yield is 0.180. (10) The reactants are Br[C:2]1[C:3]([N:17]2[C:21]([CH3:22])=[CH:20][C:19]([CH3:23])=[N:18]2)=[N:4][C:5]([NH:8][C:9]2[CH:14]=[CH:13][C:12]([F:15])=[C:11]([Cl:16])[CH:10]=2)=[N:6][CH:7]=1.[CH2:24]([O:26][C:27](=[O:39])/[CH:28]=[CH:29]/[C:30]1[CH:31]=[C:32](B(O)O)[CH:33]=[CH:34][CH:35]=1)[CH3:25].C(Cl)Cl.C(=O)([O-])[O-].[Na+].[Na+]. The catalyst is C(#N)C.O. The product is [Cl:16][C:11]1[CH:10]=[C:9]([NH:8][C:5]2[N:4]=[C:3]([N:17]3[C:21]([CH3:22])=[CH:20][C:19]([CH3:23])=[N:18]3)[C:2]([C:32]3[CH:31]=[C:30](/[CH:29]=[CH:28]/[C:27]([O:26][CH2:24][CH3:25])=[O:39])[CH:35]=[CH:34][CH:33]=3)=[CH:7][N:6]=2)[CH:14]=[CH:13][C:12]=1[F:15]. The yield is 0.630.